This data is from Catalyst prediction with 721,799 reactions and 888 catalyst types from USPTO. The task is: Predict which catalyst facilitates the given reaction. Reactant: [Br:1][C:2]([CH3:24])([CH3:23])[C:3]([O:5][CH2:6][CH2:7][O:8][C:9](=[O:22])[C:10]1[CH:15]=[C:14]([N+:16]([O-])=O)[CH:13]=[C:12]([N+:19]([O-])=O)[CH:11]=1)=[O:4].Cl.[Sn](Cl)Cl.[OH-].[K+]. Product: [Br:1][C:2]([CH3:24])([CH3:23])[C:3]([O:5][CH2:6][CH2:7][O:8][C:9](=[O:22])[C:10]1[CH:15]=[C:14]([NH2:16])[CH:13]=[C:12]([NH2:19])[CH:11]=1)=[O:4]. The catalyst class is: 199.